Task: Predict the product of the given reaction.. Dataset: Forward reaction prediction with 1.9M reactions from USPTO patents (1976-2016) (1) Given the reactants [CH3:1][O:2][C:3]1[CH:22]=[C:21]([C:23]([F:26])([F:25])[F:24])[CH:20]=[CH:19][C:4]=1[C:5]([NH:7][CH2:8][CH2:9][CH2:10][N:11]1[CH:15]=[C:14]([C:16](O)=[O:17])[N:13]=[N:12]1)=[O:6].C[NH3+].F[P-](F)(F)(F)(F)F.N1(OC(N(C)C)=[N+](C)C)C2N=CC=CC=2N=N1.F[P-](F)(F)(F)(F)F.C(N(C(C)C)CC)(C)C.Cl.[NH2:70][CH:71]([C:74]1[CH:79]=[CH:78][C:77]([CH2:80][CH3:81])=[CH:76][CH:75]=1)[C:72]#[N:73].COC(C1N=NN(CCN2CC3C(=CC=C(OC)C=3)C2=O)C=1)=O, predict the reaction product. The product is: [C:72]([CH:71]([NH:70][C:16]([C:14]1[N:13]=[N:12][N:11]([CH2:10][CH2:9][CH2:8][NH:7][C:5](=[O:6])[C:4]2[CH:19]=[CH:20][C:21]([C:23]([F:25])([F:26])[F:24])=[CH:22][C:3]=2[O:2][CH3:1])[CH:15]=1)=[O:17])[C:74]1[CH:79]=[CH:78][C:77]([CH2:80][CH3:81])=[CH:76][CH:75]=1)#[N:73]. (2) Given the reactants [CH2:1]([O:3][C:4]([C:6]1[CH:7]=[C:8]([C:12]2[CH:17]=[CH:16][C:15]([CH:18]([C:29]3[CH:34]=[CH:33][CH:32]=[CH:31][C:30]=3[CH3:35])[CH2:19][C:20]([C:22]3[CH:27]=[CH:26][N:25]=[C:24]([CH3:28])[CH:23]=3)=O)=[CH:14][CH:13]=2)[CH:9]=[CH:10][CH:11]=1)=[O:5])[CH3:2].Cl.[NH2:37][OH:38].C([O-])(O)=O.[Na+], predict the reaction product. The product is: [CH2:1]([O:3][C:4]([C:6]1[CH:7]=[C:8]([C:12]2[CH:17]=[CH:16][C:15]([CH:18]([C:29]3[CH:34]=[CH:33][CH:32]=[CH:31][C:30]=3[CH3:35])[CH2:19][C:20](=[N:37][OH:38])[C:22]3[CH:27]=[CH:26][N:25]=[C:24]([CH3:28])[CH:23]=3)=[CH:14][CH:13]=2)[CH:9]=[CH:10][CH:11]=1)=[O:5])[CH3:2]. (3) Given the reactants C(#N)CC.[OH-:5].[Ca+2:6].[OH-].O.[C:9](N)(=[O:12])[CH2:10][CH3:11], predict the reaction product. The product is: [C:9]([O-:12])(=[O:5])[CH2:10][CH3:11].[Ca+2:6].[C:9]([O-:12])(=[O:5])[CH2:10][CH3:11]. (4) The product is: [CH3:1][O:2][C:3]([C:5]1[C:9]2[CH:10]=[CH:11][CH:12]=[CH:13][C:8]=2[S:7](=[O:15])(=[O:14])[N:6]=1)=[O:4]. Given the reactants [CH3:1][O:2][C:3]([CH:5]1[C:9]2[CH:10]=[CH:11][CH:12]=[CH:13][C:8]=2[S:7](=[O:15])(=[O:14])[N:6]1CC1C=CC(OC)=CC=1)=[O:4], predict the reaction product. (5) Given the reactants [NH2:1][C:2]1[N:3]=[C:4]([NH:19][C:20]2[CH:25]=[CH:24][C:23]([N:26]3[CH2:31][CH2:30][N:29]([CH3:32])[CH2:28][CH2:27]3)=[CH:22][CH:21]=2)[S:5][C:6]=1[C:7]([C:9]1[CH:14]=[CH:13][C:12](Cl)=[C:11]([N+:16]([O-:18])=[O:17])[CH:10]=1)=[O:8].[NH:33]1[CH2:38][CH2:37][O:36][CH2:35][CH2:34]1, predict the reaction product. The product is: [NH2:1][C:2]1[N:3]=[C:4]([NH:19][C:20]2[CH:25]=[CH:24][C:23]([N:26]3[CH2:31][CH2:30][N:29]([CH3:32])[CH2:28][CH2:27]3)=[CH:22][CH:21]=2)[S:5][C:6]=1[C:7]([C:9]1[CH:14]=[CH:13][C:12]([N:33]2[CH2:38][CH2:37][O:36][CH2:35][CH2:34]2)=[C:11]([N+:16]([O-:18])=[O:17])[CH:10]=1)=[O:8]. (6) Given the reactants [CH2:1]([O:3][C:4]1[CH:5]=[C:6]([CH:12]=[C:13]([O:16][CH2:17][CH3:18])[C:14]=1I)[C:7]([O:9][CH2:10][CH3:11])=[O:8])[CH3:2].CC1(C)C(C)(C)OB([C:27]2[CH2:28][CH2:29][N:30]([C:33]([O:35][C:36]([CH3:39])([CH3:38])[CH3:37])=[O:34])[CH2:31][CH:32]=2)O1.C(=O)([O-])[O-].[Cs+].[Cs+].[Cl-].[NH4+], predict the reaction product. The product is: [CH2:1]([O:3][C:4]1[CH:5]=[C:6]([C:7]([O:9][CH2:10][CH3:11])=[O:8])[CH:12]=[C:13]([O:16][CH2:17][CH3:18])[C:14]=1[C:27]1[CH2:32][CH2:31][N:30]([C:33]([O:35][C:36]([CH3:39])([CH3:38])[CH3:37])=[O:34])[CH2:29][CH:28]=1)[CH3:2]. (7) Given the reactants [Br:1][CH2:2][C:3]1[C:11]2[C:6](=[CH:7][CH:8]=[CH:9][CH:10]=2)[N:5]([C:12]2[CH:19]=[CH:18][CH:17]=[CH:16][C:13]=2[C:14]#[N:15])[N:4]=1.[Br:20]C1C=C2C(C(C)=NN2)=CC=1.FC1C=CC=CC=1C#N, predict the reaction product. The product is: [Br:1][CH2:2][C:3]1[C:11]2[C:6](=[CH:7][C:8]([Br:20])=[CH:9][CH:10]=2)[N:5]([C:12]2[CH:19]=[CH:18][CH:17]=[CH:16][C:13]=2[C:14]#[N:15])[N:4]=1. (8) Given the reactants C(N(CC)CC)C.[C:8]([C:12]1[CH:13]=[C:14]([NH:30][S:31]([CH3:34])(=[O:33])=[O:32])[C:15]([O:28][CH3:29])=[C:16]([NH:18][C:19](=[O:27])OC2C=CC=CC=2)[CH:17]=1)([CH3:11])([CH3:10])[CH3:9].[NH2:35][C:36]1[C:45]2[C:40](=[CH:41][CH:42]=[CH:43][CH:44]=2)[C:39]([O:46][C:47]2[CH:52]=[CH:51][N:50]=[C:49]([NH:53][C:54]3[CH:55]=[C:56]([CH:82]=[C:83]([O:85][CH3:86])[CH:84]=3)[C:57]([NH:59][CH2:60][CH2:61][O:62][CH2:63][CH2:64][O:65][CH2:66][CH2:67][O:68][CH2:69][CH2:70][O:71][CH2:72][CH2:73][O:74][CH2:75][CH2:76][O:77][CH2:78][CH2:79][O:80][CH3:81])=[O:58])[N:48]=2)=[CH:38][CH:37]=1, predict the reaction product. The product is: [C:8]([C:12]1[CH:13]=[C:14]([NH:30][S:31]([CH3:34])(=[O:32])=[O:33])[C:15]([O:28][CH3:29])=[C:16]([NH:18][C:19](=[O:27])[NH:35][C:36]2[C:45]3[C:40](=[CH:41][CH:42]=[CH:43][CH:44]=3)[C:39]([O:46][C:47]3[CH:52]=[CH:51][N:50]=[C:49]([NH:53][C:54]4[CH:55]=[C:56]([CH:82]=[C:83]([O:85][CH3:86])[CH:84]=4)[C:57]([NH:59][CH2:60][CH2:61][O:62][CH2:63][CH2:64][O:65][CH2:66][CH2:67][O:68][CH2:69][CH2:70][O:71][CH2:72][CH2:73][O:74][CH2:75][CH2:76][O:77][CH2:78][CH2:79][O:80][CH3:81])=[O:58])[N:48]=3)=[CH:38][CH:37]=2)[CH:17]=1)([CH3:9])([CH3:10])[CH3:11].